Dataset: Forward reaction prediction with 1.9M reactions from USPTO patents (1976-2016). Task: Predict the product of the given reaction. (1) Given the reactants [S:1]1[CH:5]=[CH:4][C:3]([C:6]2[CH:11]=[CH:10][C:9]([CH2:12][C:13]([OH:15])=O)=[CH:8][CH:7]=2)=[CH:2]1.Cl.[F:17][C:18]([F:30])([F:29])[CH:19]([C:21]1[CH:26]=[CH:25][C:24]([O:27][CH3:28])=[CH:23][N:22]=1)[NH2:20].C(N(CC)CC)C.C1C=NC2N(O)N=NC=2C=1.C(Cl)CCl, predict the reaction product. The product is: [S:1]1[CH:5]=[CH:4][C:3]([C:6]2[CH:7]=[CH:8][C:9]([CH2:12][C:13]([NH:20][C@@H:19]([C:21]3[CH:26]=[CH:25][C:24]([O:27][CH3:28])=[CH:23][N:22]=3)[C:18]([F:29])([F:17])[F:30])=[O:15])=[CH:10][CH:11]=2)=[CH:2]1. (2) Given the reactants [CH3:1][O:2][C:3]1[CH:9]=[CH:8][C:6]([NH2:7])=[CH:5][CH:4]=1.COC1C=CC=CC=1N[C:19](=[O:24])[CH2:20][C:21]([OH:23])=[O:22], predict the reaction product. The product is: [CH3:1][O:2][C:3]1[CH:9]=[CH:8][C:6]([NH:7][C:19](=[O:24])[CH2:20][C:21]([OH:23])=[O:22])=[CH:5][CH:4]=1. (3) Given the reactants [C:1]([O:5][C:6]1[CH:11]=[CH:10][C:9]([CH2:12][CH2:13][CH2:14][OH:15])=[CH:8][CH:7]=1)([CH3:4])([CH3:3])[CH3:2].C1C=C[NH+]=CC=1.[O-][Cr](Cl)(=O)=O.CCOCC, predict the reaction product. The product is: [C:1]([O:5][C:6]1[CH:7]=[CH:8][C:9]([CH2:12][CH2:13][CH:14]=[O:15])=[CH:10][CH:11]=1)([CH3:4])([CH3:3])[CH3:2]. (4) Given the reactants [N+:1]([O-:4])([O-:3])=[O:2].[N+:5]([O-:8])([O-:7])=[O:6].[N+:9]([O-:12])([O-:11])=[O:10].[Ga+3:13].[Ga], predict the reaction product. The product is: [N+:1]([O-:4])([O-:3])=[O:2].[Ga+3:13].[N+:5]([O-:8])([O-:7])=[O:6].[N+:9]([O-:12])([O-:11])=[O:10].[Ga:13].[N+:1]([O-:4])([OH:3])=[O:2]. (5) Given the reactants [NH2:1][CH2:2][CH2:3][CH2:4][CH2:5][NH:6][CH2:7][CH2:8][CH2:9][NH2:10].[C:11]([OH:18])(=[O:17])/[CH:12]=[CH:13]/[C:14]([OH:16])=[O:15], predict the reaction product. The product is: [C:11]([OH:18])(=[O:17])/[CH:12]=[CH:13]/[C:14]([OH:16])=[O:15].[NH2:1][CH2:2][CH2:3][CH2:4][CH2:5][NH:6][CH2:7][CH2:8][CH2:9][NH2:10]. (6) Given the reactants [Cl:1][C:2]1[CH:10]=[C:9]2[C:5]([CH:6]([C:12]3[CH:17]=[C:16]([O:18][CH3:19])[N:15]=[C:14]([O:20][CH3:21])[N:13]=3)[C:7](=[O:11])[NH:8]2)=[CH:4][CH:3]=1.[Cl:22][C:23]1[CH:24]=[C:25]([CH:28]=[CH:29][CH:30]=1)[CH2:26]Br.[I-].[K+].C(=O)([O-])[O-].[K+].[K+], predict the reaction product. The product is: [Cl:1][C:2]1[CH:10]=[C:9]2[C:5]([C:6]([CH2:26][C:25]3[CH:28]=[CH:29][CH:30]=[C:23]([Cl:22])[CH:24]=3)([C:12]3[CH:17]=[C:16]([O:18][CH3:19])[N:15]=[C:14]([O:20][CH3:21])[N:13]=3)[C:7](=[O:11])[NH:8]2)=[CH:4][CH:3]=1.